Dataset: Forward reaction prediction with 1.9M reactions from USPTO patents (1976-2016). Task: Predict the product of the given reaction. Given the reactants C([O:3][C:4](=[O:12])[CH2:5][N:6]1[CH2:11][CH2:10][O:9][CH2:8][CH2:7]1)C.[OH-].[K+:14], predict the reaction product. The product is: [K+:14].[N:6]1([CH2:5][C:4]([O-:12])=[O:3])[CH2:11][CH2:10][O:9][CH2:8][CH2:7]1.